Dataset: Forward reaction prediction with 1.9M reactions from USPTO patents (1976-2016). Task: Predict the product of the given reaction. (1) Given the reactants [O:1]=[C:2]1[C:10]2[C:11]([C:14]([O:16]CC)=[O:15])=[CH:12][O:13][C:9]=2[CH2:8][C:4]2([CH2:7][O:6][CH2:5]2)[NH:3]1.O=C1C2C(C(OCC)=O)=COC=2CC2(CCOCC2)C1, predict the reaction product. The product is: [O:1]=[C:2]1[C:10]2[C:11]([C:14]([OH:16])=[O:15])=[CH:12][O:13][C:9]=2[CH2:8][C:4]2([CH2:5][O:6][CH2:7]2)[NH:3]1. (2) Given the reactants [Cl:1][C:2]1[CH:7]=[CH:6][C:5]([C:8]2[C:13]([C:14]([O:16]C)=[O:15])=[C:12]([CH3:18])[N:11]=[CH:10][CH:9]=2)=[C:4]([F:19])[CH:3]=1.[OH-].[Na+], predict the reaction product. The product is: [Cl:1][C:2]1[CH:7]=[CH:6][C:5]([C:8]2[C:13]([C:14]([OH:16])=[O:15])=[C:12]([CH3:18])[N:11]=[CH:10][CH:9]=2)=[C:4]([F:19])[CH:3]=1. (3) Given the reactants C([O:3][C:4](=[O:27])[C@@H:5]([O:25][CH3:26])[CH2:6][C:7]1[CH:12]=[CH:11][C:10]([O:13][CH2:14][CH2:15][CH2:16][O:17][C:18]2[CH:23]=[CH:22][C:21]([OH:24])=[CH:20][CH:19]=2)=[CH:9][CH:8]=1)C.Br[C:29]([CH3:31])=[CH2:30], predict the reaction product. The product is: [CH:29]([O:24][C:21]1[CH:20]=[CH:19][C:18]([O:17][CH2:16][CH2:15][CH2:14][O:13][C:10]2[CH:9]=[CH:8][C:7]([CH2:6][C@H:5]([O:25][CH3:26])[C:4]([OH:3])=[O:27])=[CH:12][CH:11]=2)=[CH:23][CH:22]=1)([CH3:31])[CH3:30]. (4) Given the reactants [F:1][C:2]1[CH:7]=[CH:6][C:5]([CH2:8][CH2:9][OH:10])=[CH:4][C:3]=1[C:11]1[CH:12]=[N:13][N:14]([CH3:16])[CH:15]=1.[C:17]([O:21][C:22]([CH3:25])([CH3:24])[CH3:23])(=[O:20])[CH:18]=[CH2:19], predict the reaction product. The product is: [F:1][C:2]1[CH:7]=[CH:6][C:5]([CH2:8][CH2:9][O:10][CH2:19][CH2:18][C:17]([O:21][C:22]([CH3:25])([CH3:24])[CH3:23])=[O:20])=[CH:4][C:3]=1[C:11]1[CH:12]=[N:13][N:14]([CH3:16])[CH:15]=1.